This data is from Forward reaction prediction with 1.9M reactions from USPTO patents (1976-2016). The task is: Predict the product of the given reaction. (1) Given the reactants [Br:1][C:2]1[CH:3]=[C:4]([CH2:10][CH2:11][C:12]([O:14][CH3:15])=[O:13])[CH:5]=[CH:6][C:7]=1[O:8][CH3:9].[N+:16]([O-])([O-:18])=[O:17].[K+].S(=O)(=O)(O)O.[OH-].[Na+], predict the reaction product. The product is: [Br:1][C:2]1[CH:3]=[C:4]([CH2:10][CH2:11][C:12]([O:14][CH3:15])=[O:13])[CH:5]=[C:6]([N+:16]([O-:18])=[O:17])[C:7]=1[O:8][CH3:9]. (2) Given the reactants Br[CH2:2][C:3]1[CH:4]=[C:5]([CH:8]=[CH:9][C:10]=1[S:11]([CH2:14][CH3:15])(=[O:13])=[O:12])[C:6]#[N:7].[F:16][C:17]([F:31])([F:30])[O:18][C:19]1[CH:28]=[C:27]2[C:22]([CH:23]=[CH:24][NH:25][C:26]2=[O:29])=[CH:21][CH:20]=1, predict the reaction product. The product is: [CH2:14]([S:11]([C:10]1[CH:9]=[CH:8][C:5]([C:6]#[N:7])=[CH:4][C:3]=1[CH2:2][N:25]1[CH:24]=[CH:23][C:22]2[C:27](=[CH:28][C:19]([O:18][C:17]([F:31])([F:16])[F:30])=[CH:20][CH:21]=2)[C:26]1=[O:29])(=[O:13])=[O:12])[CH3:15]. (3) Given the reactants [OH:1][C@H:2]1[CH2:7][CH2:6][CH2:5][CH2:4][C@@H:3]1[NH:8][C:9]([C:11]1[C:15]2=[N:16][CH:17]=[CH:18][C:19]([CH3:20])=[C:14]2[NH:13][CH:12]=1)=[O:10].Cl[CH2:22][C:23]1[CH:28]=[CH:27][C:26]([O:29][CH3:30])=[C:25]([CH3:31])[CH:24]=1.C(=O)([O-])[O-].[Cs+].[Cs+], predict the reaction product. The product is: [OH:1][C@H:2]1[CH2:7][CH2:6][CH2:5][CH2:4][C@@H:3]1[NH:8][C:9]([C:11]1[C:15]2=[N:16][CH:17]=[CH:18][C:19]([CH3:20])=[C:14]2[N:13]([CH2:22][C:23]2[CH:28]=[CH:27][C:26]([O:29][CH3:30])=[C:25]([CH3:31])[CH:24]=2)[CH:12]=1)=[O:10]. (4) Given the reactants [CH3:1][O:2][C:3](=[O:16])[C:4]1[CH:9]=[C:8](I)[C:7]([C:11]([F:14])([F:13])[F:12])=[CH:6][C:5]=1[NH2:15].CCN(CC)CC.[CH3:24][O:25][CH2:26][C:27]#[CH:28], predict the reaction product. The product is: [CH3:1][O:2][C:3](=[O:16])[C:4]1[CH:9]=[C:8]([C:28]#[C:27][CH2:26][O:25][CH3:24])[C:7]([C:11]([F:14])([F:13])[F:12])=[CH:6][C:5]=1[NH2:15]. (5) Given the reactants [CH3:1][C@@H:2]1[CH2:6][CH2:5][CH2:4][N:3]1[CH2:7][C@@H:8]1[CH2:12][CH2:11][CH2:10][N:9]1[C:13]([C:15]1[CH:20]=[CH:19][C:18](B2OC(C)(C)C(C)(C)O2)=[CH:17][CH:16]=1)=[O:14].Br[C:31]1[N:32]([CH3:36])[CH:33]=[CH:34][N:35]=1, predict the reaction product. The product is: [CH3:36][N:32]1[CH:33]=[CH:34][N:35]=[C:31]1[C:18]1[CH:19]=[CH:20][C:15]([C:13]([N:9]2[CH2:10][CH2:11][CH2:12][C@H:8]2[CH2:7][N:3]2[CH2:4][CH2:5][CH2:6][C@H:2]2[CH3:1])=[O:14])=[CH:16][CH:17]=1. (6) The product is: [CH3:27][N:25]([CH3:26])[NH:24][C:12]1[CH:6]([C:2]2[S:1][CH:5]=[CH:4][CH:3]=2)[N:7]=[C:8]([C:18]2[S:19][CH:20]=[CH:21][CH:22]=2)[C:9]2[CH:17]=[CH:16][CH:15]=[N:14][C:10]=2[N:11]=1. Given the reactants [S:1]1[CH:5]=[CH:4][CH:3]=[C:2]1[CH:6]1[C:12](=O)[NH:11][C:10]2[N:14]=[CH:15][CH:16]=[CH:17][C:9]=2[C:8]([C:18]2[S:19][CH:20]=[CH:21][CH:22]=2)=[N:7]1.C[NH:24][NH:25][CH3:26].[CH2:27]1COCC1, predict the reaction product. (7) Given the reactants N1C2C=C(C#N)N=CC=2C=C1.[CH3:12][C:13]([NH:20][C:21]1[CH:26]=[C:25]([NH2:27])[C:24]([C:28]#[C:29][Si](C)(C)C)=[CH:23][N:22]=1)([CH2:15][C:16]([CH3:19])([CH3:18])[CH3:17])[CH3:14], predict the reaction product. The product is: [CH3:12][C:13]([NH:20][C:21]1[N:22]=[CH:23][C:24]2[CH:28]=[CH:29][NH:27][C:25]=2[CH:26]=1)([CH2:15][C:16]([CH3:19])([CH3:18])[CH3:17])[CH3:14].